Dataset: hERG potassium channel inhibition data for cardiac toxicity prediction from Karim et al.. Task: Regression/Classification. Given a drug SMILES string, predict its toxicity properties. Task type varies by dataset: regression for continuous values (e.g., LD50, hERG inhibition percentage) or binary classification for toxic/non-toxic outcomes (e.g., AMES mutagenicity, cardiotoxicity, hepatotoxicity). Dataset: herg_karim. (1) The compound is c1ccc2c3c([nH]c2c1)C(C1CCCCC1)N[C@@H](c1nc(-c2cnccn2)c[nH]1)C3. The result is 1 (blocker). (2) The compound is O=C(NCCCCO)c1ccc(OCc2cccc(Cl)c2)c(Cl)c1. The result is 0 (non-blocker). (3) The molecule is Cc1cnc(Nc2ccc(F)cc2Cl)nc1-c1c[nH]c(C(=O)N[C@H](CO)c2cccc(Cl)c2)c1. The result is 0 (non-blocker). (4) The compound is CC1(C)[C@H](Nc2c(C(N)=O)cnn3cc(-c4cccnc4)cc23)CC[C@]1(C)N. The result is 0 (non-blocker). (5) The compound is Cc1ccccc1N1CCC2CN(CCCSc3nnc(-c4cnccn4)n3C)CC21. The result is 1 (blocker). (6) The result is 0 (non-blocker). The drug is COc1cc(N[C@H](C)CCCN)c2ncccc2c1.